Task: Predict the reaction yield, written as a fraction of the theoretical maximum amount of product (1.0 means a 100% yield; for example, 0.34 means a 34% yield).. Dataset: Reaction yield outcomes from USPTO patents with 853,638 reactions (1) The reactants are CS[CH2:3][C:4]1[C:5]([C:26]2[CH:31]=[CH:30][CH:29]=[CH:28][CH:27]=2)=[N:6][C:7]2[C:12]([C:13]=1[C:14]([NH:16][C@H:17]([C:20]1[CH:25]=[CH:24][CH:23]=[CH:22][CH:21]=1)[CH2:18][CH3:19])=[O:15])=[CH:11][CH:10]=[CH:9][CH:8]=2.[CH:32]1C=C(Cl)C=C(C(OO)=O)C=1.[S:43]([O-:47])([O-])(=[O:45])=S.[Na+].[Na+].O. The catalyst is C(Cl)Cl. The product is [CH3:32][S:43]([CH2:3][C:4]1[C:5]([C:26]2[CH:27]=[CH:28][CH:29]=[CH:30][CH:31]=2)=[N:6][C:7]2[C:12]([C:13]=1[C:14]([NH:16][C@H:17]([C:20]1[CH:21]=[CH:22][CH:23]=[CH:24][CH:25]=1)[CH2:18][CH3:19])=[O:15])=[CH:11][CH:10]=[CH:9][CH:8]=2)(=[O:47])=[O:45]. The yield is 0.730. (2) The reactants are [Br:1][C:2]1[CH:7]=[CH:6][C:5](/[CH:8]=[CH:9]/[CH:10]=[N:11]/N(C)C)=[C:4]([O:15][CH2:16][C:17]#[CH:18])[CH:3]=1.C(C1C=C(C)C=C(C(C)(C)C)C=1O)(C)(C)C. The catalyst is C1(C)C=C(C)C=C(C)C=1. The product is [Br:1][C:2]1[CH:7]=[CH:6][C:5]2[C:8]3[C:17](=[CH:18][N:11]=[CH:10][CH:9]=3)[CH2:16][O:15][C:4]=2[CH:3]=1. The yield is 0.250. (3) The reactants are [Cl:1][C:2]1[CH:9]=[C:8]([Cl:10])[CH:7]=[CH:6][C:3]=1[CH:4]=O.C([O-])(=O)C.[NH4+].[N+:16]([CH2:19][CH3:20])([O-:18])=[O:17]. The catalyst is C(OCC)(=O)C. The product is [Cl:1][C:2]1[CH:9]=[C:8]([Cl:10])[CH:7]=[CH:6][C:3]=1[CH:4]=[C:19]([N+:16]([O-:18])=[O:17])[CH3:20]. The yield is 0.520. (4) The reactants are [F:1][C:2]1[C:3]([C:9]2[N:13]([CH:14]3[CH2:19][CH2:18][O:17][CH2:16][CH2:15]3)[C:12]([C:20]([F:23])([F:22])[F:21])=[N:11][CH:10]=2)=[N:4][C:5]([NH2:8])=[N:6][CH:7]=1.[CH3:24][S:25]([C:28]1[CH:33]=[CH:32][C:31](Br)=[CH:30][CH:29]=1)(=[O:27])=[O:26]. No catalyst specified. The product is [F:1][C:2]1[C:3]([C:9]2[N:13]([CH:14]3[CH2:19][CH2:18][O:17][CH2:16][CH2:15]3)[C:12]([C:20]([F:21])([F:23])[F:22])=[N:11][CH:10]=2)=[N:4][C:5]([NH:8][C:31]2[CH:32]=[CH:33][C:28]([S:25]([CH3:24])(=[O:27])=[O:26])=[CH:29][CH:30]=2)=[N:6][CH:7]=1. The yield is 0.440. (5) The reactants are [CH2:1]=[CH:2][C:3]1[CH:8]=[CH:7][CH:6]=[CH:5][CH:4]=1.CCCCCCCCCCCC.NC(N)=[O:23].C(=O)(O)[O-].[Na+].OO. The catalyst is O.ClCCl.C([O-])(=O)C.[Co+2].C([O-])(=O)C. The product is [CH2:1]1[O:23][CH:2]1[C:3]1[CH:8]=[CH:7][CH:6]=[CH:5][CH:4]=1. The yield is 0.560.